Dataset: Full USPTO retrosynthesis dataset with 1.9M reactions from patents (1976-2016). Task: Predict the reactants needed to synthesize the given product. (1) Given the product [N:18]1[CH:19]=[CH:20][C:15]([C:10]2[CH:11]=[CH:12][CH:13]=[CH:14][C:9]=2[OH:8])=[CH:16][CH:17]=1, predict the reactants needed to synthesize it. The reactants are: C([O:8][C:9]1[CH:14]=[CH:13][CH:12]=[CH:11][C:10]=1[C:15]1[CH:20]=[CH:19][N:18]=[CH:17][CH:16]=1)C1C=CC=CC=1. (2) The reactants are: [CH2:1]([NH:3][CH2:4][CH3:5])[CH3:2].[C:6]1([CH3:15])[CH:11]=[CH:10][CH:9]=[C:8]([C:12]([OH:14])=[O:13])[CH:7]=1. Given the product [CH2:1]([NH2+:3][CH2:4][CH3:5])[CH3:2].[C:6]1([CH3:15])[CH:11]=[CH:10][CH:9]=[C:8]([C:12]([O-:14])=[O:13])[CH:7]=1, predict the reactants needed to synthesize it. (3) The reactants are: [Br:1][CH2:2][CH2:3][CH2:4][C:5]([OH:7])=[O:6].[Cl:8][C:9]([Cl:13])([Cl:12])[CH2:10]O.O.C1(C)C=CC(S(O)(=O)=O)=CC=1. Given the product [Br:1][CH2:2][CH2:3][CH2:4][C:5]([O:7][CH2:10][C:9]([Cl:13])([Cl:12])[Cl:8])=[O:6], predict the reactants needed to synthesize it. (4) Given the product [O:29]=[C:28]1[NH:30][CH:16]([C:18]2[CH:19]=[C:20]([CH:24]=[CH:25][CH:26]=2)[C:21]([OH:23])=[O:22])[C:8]([C:9]2[CH:14]=[CH:13][CH:12]=[CH:11][CH:10]=2)=[C:7]([C:1]2[CH:6]=[CH:5][CH:4]=[CH:3][CH:2]=2)[NH:27]1, predict the reactants needed to synthesize it. The reactants are: [C:1]1([C:7](=O)[CH2:8][C:9]2[CH:14]=[CH:13][CH:12]=[CH:11][CH:10]=2)[CH:6]=[CH:5][CH:4]=[CH:3][CH:2]=1.[CH:16]([C:18]1[CH:19]=[C:20]([CH:24]=[CH:25][CH:26]=1)[C:21]([OH:23])=[O:22])=O.[NH2:27][C:28]([NH2:30])=[O:29].Cl. (5) Given the product [O:33]1[CH2:37][CH2:36][O:35][CH:34]1[C:38]1[CH:39]=[CH:40][C:41]([C:44]2[S:52][C:51]3[C:46](=[N:47][CH:48]=[CH:49][C:50]=3[O:22][C:23]3[CH:28]=[CH:27][C:26]([N+:29]([O-:31])=[O:30])=[CH:25][C:24]=3[F:32])[CH:45]=2)=[N:42][CH:43]=1, predict the reactants needed to synthesize it. The reactants are: O1CCCOC1C1N(C)C(C2SC3C(=NC=CC=3[O:22][C:23]3[CH:28]=[CH:27][C:26]([N+:29]([O-:31])=[O:30])=[CH:25][C:24]=3[F:32])C=2)=NC=1.[O:33]1[CH2:37][CH2:36][O:35][CH:34]1[C:38]1[CH:39]=[CH:40][C:41]([C:44]2[S:52][C:51]3[C:46](=[N:47][CH:48]=[CH:49][C:50]=3Cl)[CH:45]=2)=[N:42][CH:43]=1.